From a dataset of Reaction yield outcomes from USPTO patents with 853,638 reactions. Predict the reaction yield, written as a fraction of the theoretical maximum amount of product (1.0 means a 100% yield; for example, 0.34 means a 34% yield). (1) The reactants are [Na].[C:2]([C:5]1[CH:10]=[CH:9][C:8]([CH2:11][N:12]2[C:25]3[C:20](=[CH:21][CH:22]=[CH:23][CH:24]=3)[C:19](=O)[C:18]3[CH:17]=[CH:16][CH:15]=[CH:14][C:13]2=3)=[C:7]([F:27])[CH:6]=1)([OH:4])=[O:3].Cl.[N+:29]([O-:32])([OH:31])=[O:30]. The catalyst is CC(C)=O.[Zn]. The product is [N+:29]([O-:32])([O-:31])=[O:30].[N+:29]([O-:32])([O-:31])=[O:30].[C:2]([C:5]1[CH:10]=[CH:9][C:8]([CH2:11][N+:12]2[C:13]3[C:18](=[CH:17][CH:16]=[CH:15][CH:14]=3)[C:19]([C:19]3[C:18]4[C:13]([N+:12]([CH2:11][C:8]5[CH:9]=[CH:10][C:5]([C:2]([OH:4])=[O:3])=[CH:6][C:7]=5[F:27])=[C:25]5[C:20]=3[CH:21]=[CH:22][CH:23]=[CH:24]5)=[CH:14][CH:15]=[CH:16][CH:17]=4)=[C:20]3[C:25]=2[CH:24]=[CH:23][CH:22]=[CH:21]3)=[C:7]([F:27])[CH:6]=1)([OH:4])=[O:3]. The yield is 0.940. (2) The reactants are [CH3:1][O:2][C:3]1[CH:8]=[CH:7][C:6]([C:9]2[O:10][C:11]3[C:12](=[C:14]([C:18](O)=[O:19])[CH:15]=[CH:16][CH:17]=3)[N:13]=2)=[C:5]([CH3:21])[CH:4]=1.Cl.C(N=C=NCCCN(C)C)C.ON1C2C=CC=CC=2N=N1.Cl.Cl.[NH2:46][C@H:47]1[CH:52]2[CH2:53][CH2:54][N:49]([CH2:50][CH2:51]2)[CH2:48]1.C(N(CC)CC)C. The catalyst is CN(C=O)C.ClCCl. The product is [N:49]12[CH2:54][CH2:53][CH:52]([CH2:51][CH2:50]1)[C@H:47]([NH:46][C:18]([C:14]1[CH:15]=[CH:16][CH:17]=[C:11]3[O:10][C:9]([C:6]4[CH:7]=[CH:8][C:3]([O:2][CH3:1])=[CH:4][C:5]=4[CH3:21])=[N:13][C:12]=13)=[O:19])[CH2:48]2. The yield is 0.300.